Dataset: Full USPTO retrosynthesis dataset with 1.9M reactions from patents (1976-2016). Task: Predict the reactants needed to synthesize the given product. (1) Given the product [CH3:15][NH:16][C:17]([C:19]1[CH:24]=[C:23]([O:8][C:5]2[CH:6]=[CH:7][C:2]([NH2:1])=[CH:3][CH:4]=2)[CH:22]=[CH:21][N:20]=1)=[O:18], predict the reactants needed to synthesize it. The reactants are: [NH2:1][C:2]1[CH:7]=[CH:6][C:5]([OH:8])=[CH:4][CH:3]=1.CC(C)([O-])C.[K+].[CH3:15][NH:16][C:17]([C:19]1[CH:24]=[C:23](Cl)[CH:22]=[CH:21][N:20]=1)=[O:18].C(=O)([O-])[O-].[K+].[K+]. (2) Given the product [Cl:1][C:2]1[CH:27]=[CH:26][C:25]([C:44]2[C:45]([C:46]#[N:47])=[CH:48][CH:49]=[CH:50][N:51]=2)=[CH:24][C:3]=1[C:4]([NH:6][C:7]1[N:11]([C:12]2[CH:17]=[CH:16][CH:15]=[CH:14][CH:13]=2)[N:10]=[C:9]([C:18]([NH:20][CH:21]2[CH2:23][CH2:22]2)=[O:19])[CH:8]=1)=[O:5], predict the reactants needed to synthesize it. The reactants are: [Cl:1][C:2]1[CH:27]=[CH:26][C:25](B2OC(C)(C)C(C)(C)O2)=[CH:24][C:3]=1[C:4]([NH:6][C:7]1[N:11]([C:12]2[CH:17]=[CH:16][CH:15]=[CH:14][CH:13]=2)[N:10]=[C:9]([C:18]([NH:20][CH:21]2[CH2:23][CH2:22]2)=[O:19])[CH:8]=1)=[O:5].C(=O)([O-])[O-].[K+].[K+].Cl[C:44]1[N:51]=[CH:50][CH:49]=[CH:48][C:45]=1[C:46]#[N:47]. (3) The reactants are: [O:1]=[O+][O-].C=[C:5]1[CH2:8][CH:7]([C:9]([O:11][CH2:12][CH2:13][CH3:14])=[O:10])[CH2:6]1.CSC. Given the product [O:1]=[C:5]1[CH2:8][CH:7]([C:9]([O:11][CH2:12][CH2:13][CH3:14])=[O:10])[CH2:6]1, predict the reactants needed to synthesize it. (4) Given the product [Cl:1][C:2]1[CH:41]=[CH:40][CH:39]=[C:38]([Cl:42])[C:3]=1[CH2:4][C:5]1[CH:6]=[C:7]([NH:16][C:17]2[CH:22]=[CH:21][C:20]([CH:23]3[CH2:28][CH2:27][NH:26][CH2:25][CH2:24]3)=[CH:19][C:18]=2[O:36][CH3:37])[C:8]2[C:13](=[O:14])[NH:12][N:11]=[CH:10][C:9]=2[N:15]=1.[F:43][C:44]([F:49])([F:48])[C:45]([O-:47])=[O:46], predict the reactants needed to synthesize it. The reactants are: [Cl:1][C:2]1[CH:41]=[CH:40][CH:39]=[C:38]([Cl:42])[C:3]=1[CH2:4][C:5]1[CH:6]=[C:7]([NH:16][C:17]2[CH:22]=[CH:21][C:20]([CH:23]3[CH2:28][CH2:27][N:26](C(OC(C)(C)C)=O)[CH2:25][CH2:24]3)=[CH:19][C:18]=2[O:36][CH3:37])[C:8]2[C:13](=[O:14])[NH:12][N:11]=[CH:10][C:9]=2[N:15]=1.[F:43][C:44]([F:49])([F:48])[C:45]([OH:47])=[O:46].